Dataset: Catalyst prediction with 721,799 reactions and 888 catalyst types from USPTO. Task: Predict which catalyst facilitates the given reaction. (1) Reactant: [C:1]([O:5][C:6]([N:8]1[CH2:13][CH2:12][C:11](=O)[C:10]([F:16])([F:15])[CH2:9]1)=[O:7])([CH3:4])([CH3:3])[CH3:2].[CH2:17]([NH2:24])[C:18]1[CH:23]=[CH:22][CH:21]=[CH:20][CH:19]=1.C(O[BH-](OC(=O)C)OC(=O)C)(=O)C.[Na+].[C@H](O)(C([O-])=O)[C@@H](O)C([O-])=O.[Na+].[K+]. Product: [C:1]([O:5][C:6]([N:8]1[CH2:13][CH2:12][CH:11]([NH:24][CH2:17][C:18]2[CH:23]=[CH:22][CH:21]=[CH:20][CH:19]=2)[C:10]([F:16])([F:15])[CH2:9]1)=[O:7])([CH3:4])([CH3:3])[CH3:2]. The catalyst class is: 4. (2) Reactant: [CH:1]1([C:5]([OH:7])=O)[CH2:4][CH2:3][CH2:2]1.C(Cl)(=O)C(Cl)=O.[C:14]1([CH:20]([NH2:30])[CH2:21][CH2:22][N:23]2[CH2:28][CH2:27][C:26](=[O:29])[CH2:25][CH2:24]2)[CH:19]=[CH:18][CH:17]=[CH:16][CH:15]=1.C(N(CC)CC)C. Product: [C:14]1([CH:20]([NH:30][C:5]([CH:1]2[CH2:2][CH2:3][CH2:4]2)=[O:7])[CH2:21][CH2:22][N:23]2[CH2:28][CH2:27][C:26](=[O:29])[CH2:25][CH2:24]2)[CH:19]=[CH:18][CH:17]=[CH:16][CH:15]=1. The catalyst class is: 59. (3) Reactant: [OH:1][C@@H:2]([CH:5]1[CH2:8][N:7]([C:9]([O:11][C:12]([CH3:15])([CH3:14])[CH3:13])=[O:10])[CH2:6]1)[CH2:3][OH:4].N1C=CN=C1.[C:21]([Si:25](Cl)([C:32]1[CH:37]=[CH:36][CH:35]=[CH:34][CH:33]=1)[C:26]1[CH:31]=[CH:30][CH:29]=[CH:28][CH:27]=1)([CH3:24])([CH3:23])[CH3:22]. Product: [Si:25]([O:4][CH2:3][C@H:2]([CH:5]1[CH2:8][N:7]([C:9]([O:11][C:12]([CH3:15])([CH3:14])[CH3:13])=[O:10])[CH2:6]1)[OH:1])([C:21]([CH3:24])([CH3:23])[CH3:22])([C:32]1[CH:33]=[CH:34][CH:35]=[CH:36][CH:37]=1)[C:26]1[CH:31]=[CH:30][CH:29]=[CH:28][CH:27]=1. The catalyst class is: 2. (4) Reactant: C(N(CC)CC)C.[NH2:8][C:9]1[CH:14]=[CH:13][C:12]([SH:15])=[CH:11][CH:10]=1.[F:16][C:17]([F:28])([F:27])[C:18](O[C:18](=[O:19])[C:17]([F:28])([F:27])[F:16])=[O:19].O. Product: [F:16][C:17]([F:28])([F:27])[C:18]([NH:8][C:9]1[CH:14]=[CH:13][C:12]([SH:15])=[CH:11][CH:10]=1)=[O:19]. The catalyst class is: 334. (5) Reactant: [NH2:1][CH:2]1[CH2:7][CH2:6][N:5]([CH2:8][CH2:9][N:10]2[C:19]3[C:14](=[N:15][CH:16]=[C:17]([F:20])[CH:18]=3)[CH:13]=[CH:12][C:11]2=[O:21])[CH2:4][CH2:3]1.[Cl:22][C:23]1[CH:24]=[C:25]([CH:31]=O)[CH:26]=[N:27][C:28]=1[CH2:29][OH:30].C(O[BH-](OC(=O)C)OC(=O)C)(=O)C.[Na+]. Product: [Cl:22][C:23]1[CH:24]=[C:25]([CH2:31][NH:1][CH:2]2[CH2:3][CH2:4][N:5]([CH2:8][CH2:9][N:10]3[C:19]4[C:14](=[N:15][CH:16]=[C:17]([F:20])[CH:18]=4)[CH:13]=[CH:12][C:11]3=[O:21])[CH2:6][CH2:7]2)[CH:26]=[N:27][C:28]=1[CH2:29][OH:30]. The catalyst class is: 26. (6) Reactant: [CH2:1]([C:3]1([N:14]2[CH:18]=[C:17]([C:19]3[N:24]4[CH:25]=[CH:26][N:27]=[C:23]4[CH:22]=[C:21]([C:28]4[CH:29]=[N:30][N:31]([CH3:33])[CH:32]=4)[N:20]=3)[CH:16]=[N:15]2)[CH2:6][N:5](C(OC(C)(C)C)=O)[CH2:4]1)[CH3:2].[ClH:34].O1CCOCC1. Product: [ClH:34].[ClH:34].[ClH:34].[CH2:1]([C:3]1([N:14]2[CH:18]=[C:17]([C:19]3[N:24]4[CH:25]=[CH:26][N:27]=[C:23]4[CH:22]=[C:21]([C:28]4[CH:29]=[N:30][N:31]([CH3:33])[CH:32]=4)[N:20]=3)[CH:16]=[N:15]2)[CH2:6][NH:5][CH2:4]1)[CH3:2]. The catalyst class is: 5.